This data is from Full USPTO retrosynthesis dataset with 1.9M reactions from patents (1976-2016). The task is: Predict the reactants needed to synthesize the given product. Given the product [I:7][C:8]1[CH:9]=[C:10]2[C:14](=[CH:15][CH:16]=1)[N:13]([CH:17]1[CH2:22][CH2:21][CH2:20][CH2:19][O:18]1)[N:12]=[C:11]2[CH:23]=[O:24], predict the reactants needed to synthesize it. The reactants are: [H-].[Al+3].[Li+].[H-].[H-].[H-].[I:7][C:8]1[CH:9]=[C:10]2[C:14](=[CH:15][CH:16]=1)[N:13]([CH:17]1[CH2:22][CH2:21][CH2:20][CH2:19][O:18]1)[N:12]=[C:11]2[C:23](N(OC)C)=[O:24].